Task: Predict the reactants needed to synthesize the given product.. Dataset: Full USPTO retrosynthesis dataset with 1.9M reactions from patents (1976-2016) (1) Given the product [Cl:15][CH2:14][CH2:13][CH2:12][O:11][C:7]1[CH:6]=[C:5]([C:3]2[N:16]=[C:17]3[CH:22]=[C:21]([CH3:23])[CH:20]=[CH:19][N:18]3[CH:2]=2)[CH:10]=[CH:9][CH:8]=1, predict the reactants needed to synthesize it. The reactants are: Br[CH2:2][C:3]([C:5]1[CH:10]=[CH:9][CH:8]=[C:7]([O:11][CH2:12][CH2:13][CH2:14][Cl:15])[CH:6]=1)=O.[NH2:16][C:17]1[CH:22]=[C:21]([CH3:23])[CH:20]=[CH:19][N:18]=1. (2) Given the product [OH:99][CH:97]([C:82]1[C:83]2[C:88](=[CH:87][C:86]([C:89]([N:91]3[CH2:92][CH2:93][O:94][CH2:95][CH2:96]3)=[O:90])=[CH:85][CH:84]=2)[N:80]([C:77]2[N:78]=[CH:79][C:74]([C:28]3[CH:33]=[C:32]([CH3:34])[CH:31]=[CH:30][N:29]=3)=[CH:75][N:76]=2)[CH:81]=1)[CH3:98], predict the reactants needed to synthesize it. The reactants are: BrC1C=NC(N2C3C(=CC=C(C(N4CCOCC4)=O)C=3)C(CO)=C2)=NC=1.Br[C:28]1[CH:33]=[C:32]([CH3:34])[CH:31]=[CH:30][N:29]=1.FC1C=CC=CC=1C1C=NC(N2C3C(=CC=C(C(N4CCOCC4)=O)C=3)C(C=O)=C2)=NC=1.FC1C=CC=CC=1[C:74]1[CH:75]=[N:76][C:77]([N:80]2[C:88]3[C:83](=[CH:84][CH:85]=[C:86]([C:89]([N:91]4[CH2:96][CH2:95][O:94][CH2:93][CH2:92]4)=[O:90])[CH:87]=3)[C:82]([CH:97]([OH:99])[CH3:98])=[CH:81]2)=[N:78][CH:79]=1.